Dataset: Reaction yield outcomes from USPTO patents with 853,638 reactions. Task: Predict the reaction yield, written as a fraction of the theoretical maximum amount of product (1.0 means a 100% yield; for example, 0.34 means a 34% yield). (1) The reactants are [F:1][C:2]1[CH:7]=[CH:6][C:5]([C:8]2[S:9][CH:10]=[C:11]([C:13]([CH3:18])([CH3:17])C(O)=O)[N:12]=2)=[CH:4][CH:3]=1.[CH2:19]([N:21]([CH2:24]C)[CH2:22]C)C.Cl[C:27]([O:29][CH2:30][CH:31]([CH3:33])[CH3:32])=[O:28].[N-:34]=[N+]=[N-].[Na+].N12CCC(CC1)[C@H](O)C2. The catalyst is C1COCC1.O. The product is [F:1][C:2]1[CH:3]=[CH:4][C:5]([C:8]2[S:9][CH:10]=[C:11]([C:13]([NH:34][C:27](=[O:28])[O:29][C@H:30]3[CH:31]4[CH2:33][CH2:24][N:21]([CH2:22][CH2:32]4)[CH2:19]3)([CH3:17])[CH3:18])[N:12]=2)=[CH:6][CH:7]=1. The yield is 0.730. (2) The reactants are [CH2:1]1[C:9]2[C:4](=[CH:5][CH:6]=[CH:7][CH:8]=2)[CH2:3][N:2]1[C:10]([NH:12][C:13]1[CH:18]=[CH:17][C:16]([C:19]2[CH:24]=[CH:23][C:22]([C:25](=[O:33])[CH2:26][C:27]([CH3:32])([CH3:31])[C:28]([O-:30])=[O:29])=[CH:21][CH:20]=2)=[CH:15][CH:14]=1)=[O:11].[OH-].[Na+]. The catalyst is CO.O1CCCC1.O. The product is [CH2:1]1[C:9]2[C:4](=[CH:5][CH:6]=[CH:7][CH:8]=2)[CH2:3][N:2]1[C:10]([NH:12][C:13]1[CH:18]=[CH:17][C:16]([C:19]2[CH:24]=[CH:23][C:22]([C:25](=[O:33])[CH2:26][C:27]([CH3:31])([CH3:32])[C:28]([OH:30])=[O:29])=[CH:21][CH:20]=2)=[CH:15][CH:14]=1)=[O:11]. The yield is 0.970. (3) The reactants are C([O:8][C:9]1[CH:14]=[CH:13][C:12]([C:15]2[O:19][N:18]=[C:17]([C:20]3[CH:32]=[CH:31][C:23]([O:24][C:25]4[CH:30]=[CH:29][CH:28]=[CH:27][N:26]=4)=[CH:22][CH:21]=3)[N:16]=2)=[CH:11][CH:10]=1)C1C=CC=CC=1.C1COCC1. The catalyst is CO.[Pd]. The product is [N:26]1[CH:27]=[CH:28][CH:29]=[CH:30][C:25]=1[O:24][C:23]1[CH:31]=[CH:32][C:20]([C:17]2[N:16]=[C:15]([C:12]3[CH:11]=[CH:10][C:9]([OH:8])=[CH:14][CH:13]=3)[O:19][N:18]=2)=[CH:21][CH:22]=1. The yield is 0.0300. (4) The reactants are [CH:1]1[CH:2]=[CH:3][C:4]([C@H:7]([NH2:11])[C:8]([OH:10])=[O:9])=[CH:5][CH:6]=1.[C:12](O[C:12]([O:14][C:15]([CH3:18])([CH3:17])[CH3:16])=[O:13])([O:14][C:15]([CH3:18])([CH3:17])[CH3:16])=[O:13].CO.N[C@H](C(O)=O)C(C)(C)C. The catalyst is C(N(CC)CC)C. The product is [C:15]([O:14][C:12]([NH:11][C@@H:7]([C:4]1[CH:3]=[CH:2][CH:1]=[CH:6][CH:5]=1)[C:8]([OH:10])=[O:9])=[O:13])([CH3:18])([CH3:17])[CH3:16]. The yield is 0.890. (5) The reactants are [CH2:1]([O:3][C:4](=[O:29])[CH2:5][CH2:6][C:7]1[N:8]([C:19]2[CH:24]=[CH:23][C:22]([C:25](=[O:27])[NH2:26])=[CH:21][C:20]=2[CH3:28])[C:9]([C:12]2[CH:17]=[CH:16][C:15]([NH2:18])=[CH:14][CH:13]=2)=[CH:10][CH:11]=1)[CH3:2].CCN([CH:36]([CH3:38])[CH3:37])C(C)C.C1(N[C:46](=[O:48])[O-:47])C=CC=CC=1.[CH2:49]1[CH2:53]OC[CH2:50]1. The catalyst is C(Cl)Cl.C(OCC)(=O)C. The product is [CH2:1]([O:3][C:4](=[O:29])[CH2:5][CH2:6][C:7]1[N:8]([C:19]2[CH:24]=[CH:23][C:22]([C:25](=[O:27])[NH2:26])=[CH:21][C:20]=2[CH3:28])[C:9]([C:12]2[CH:13]=[CH:14][C:15]([NH:18][C:46]([O:48][C:37]3[CH:36]=[CH:38][CH:53]=[CH:49][CH:50]=3)=[O:47])=[CH:16][CH:17]=2)=[CH:10][CH:11]=1)[CH3:2]. The yield is 0.480. (6) The reactants are CO[C:3](=[O:24])[C:4]1[CH:9]=[CH:8][C:7]([O:10][CH2:11][C:12]2[C:13]([C:17]3[CH:22]=[CH:21][C:20]([Cl:23])=[CH:19][CH:18]=3)=[N:14][O:15][CH:16]=2)=[N:6][CH:5]=1.[NH2:25][CH:26]1[CH2:31][CH2:30][O:29][CH2:28][CH2:27]1. No catalyst specified. The product is [Cl:23][C:20]1[CH:19]=[CH:18][C:17]([C:13]2[C:12]([CH2:11][O:10][C:7]3[CH:8]=[CH:9][C:4]([C:3]([NH:25][CH:26]4[CH2:31][CH2:30][O:29][CH2:28][CH2:27]4)=[O:24])=[CH:5][N:6]=3)=[CH:16][O:15][N:14]=2)=[CH:22][CH:21]=1. The yield is 0.710. (7) The reactants are [OH:1][C@@H:2]1[CH2:6][NH:5][C@H:4]([C:7]([OH:9])=[O:8])[CH2:3]1.C(=O)(O)[O-].[Na+].Cl[C:16]([O:18][CH2:19][C:20]1[CH:25]=[CH:24][CH:23]=[CH:22][CH:21]=1)=[O:17]. The catalyst is O.C1(C)C=CC=CC=1. The product is [CH2:19]([O:18][C:16]([N:5]1[CH2:6][C@H:2]([OH:1])[CH2:3][C@@H:4]1[C:7]([OH:9])=[O:8])=[O:17])[C:20]1[CH:25]=[CH:24][CH:23]=[CH:22][CH:21]=1. The yield is 0.930.